This data is from TCR-epitope binding with 47,182 pairs between 192 epitopes and 23,139 TCRs. The task is: Binary Classification. Given a T-cell receptor sequence (or CDR3 region) and an epitope sequence, predict whether binding occurs between them. The epitope is QYDPVAALF. The TCR CDR3 sequence is CSARDRQDYGYTF. Result: 0 (the TCR does not bind to the epitope).